Dataset: Catalyst prediction with 721,799 reactions and 888 catalyst types from USPTO. Task: Predict which catalyst facilitates the given reaction. (1) Reactant: [CH2:1]([S:3][CH2:4][CH2:5][N:6]1[C:14](=[O:15])[C:13]2[C:8](=[CH:9][CH:10]=[C:11]([O:16][CH2:17][C:18]3[CH:23]=[CH:22][C:21]([F:24])=[CH:20][CH:19]=3)[CH:12]=2)[C:7]1=[O:25])[CH3:2].C1(C2[O:34]N2S(C2C=CC=CC=2)(=O)=O)C=CC=CC=1. Product: [CH2:1]([S:3]([CH2:4][CH2:5][N:6]1[C:14](=[O:15])[C:13]2[C:8](=[CH:9][CH:10]=[C:11]([O:16][CH2:17][C:18]3[CH:19]=[CH:20][C:21]([F:24])=[CH:22][CH:23]=3)[CH:12]=2)[C:7]1=[O:25])=[O:34])[CH3:2]. The catalyst class is: 2. (2) Reactant: [H-].[Na+].[CH2:3]([O:10][C:11]1[CH:16]=[CH:15][C:14]([C:17]2[NH:38][C:20]3=[N:21][C:22]([N:25]4[CH2:30][CH2:29][N:28]([C:31]([O:33][C:34]([CH3:37])([CH3:36])[CH3:35])=[O:32])[CH2:27][CH2:26]4)=[CH:23][CH:24]=[C:19]3[N:18]=2)=[CH:13][CH:12]=1)[C:4]1[CH:9]=[CH:8][CH:7]=[CH:6][CH:5]=1.[CH3:39][Si:40]([CH2:43][CH2:44][O:45][CH2:46]Cl)([CH3:42])[CH3:41].C([O-])(O)=O.[Na+]. Product: [CH2:3]([O:10][C:11]1[CH:12]=[CH:13][C:14]([C:17]2[N:38]([CH2:46][O:45][CH2:44][CH2:43][Si:40]([CH3:42])([CH3:41])[CH3:39])[C:20]3=[N:21][C:22]([N:25]4[CH2:26][CH2:27][N:28]([C:31]([O:33][C:34]([CH3:35])([CH3:37])[CH3:36])=[O:32])[CH2:29][CH2:30]4)=[CH:23][CH:24]=[C:19]3[N:18]=2)=[CH:15][CH:16]=1)[C:4]1[CH:5]=[CH:6][CH:7]=[CH:8][CH:9]=1. The catalyst class is: 118. (3) Reactant: [CH2:1]([O:3][C:4](=[O:17])[C:5]([C:14](=[O:16])[CH3:15])=[CH:6][CH2:7][CH:8]1[CH2:13][CH2:12][CH2:11][CH2:10][CH2:9]1)[CH3:2].C1C(=O)N(Br)C(=O)C1. Product: [CH2:1]([O:3][C:4]([C:5]1[CH:6]=[C:7]([CH:8]2[CH2:13][CH2:12][CH2:11][CH2:10][CH2:9]2)[O:16][C:14]=1[CH3:15])=[O:17])[CH3:2]. The catalyst class is: 53. (4) Reactant: [CH3:1][N:2]1[C:6]2[CH:7]=[CH:8][C:9]([N:11]3[CH:16]=[C:15]([C:17]([O:19][CH2:20][CH3:21])=[O:18])[C:14](=[O:22])[NH:13][C:12]3=[O:23])=[CH:10][C:5]=2[N:4]=[N:3]1.Br[CH2:25][C:26]1[CH:31]=[CH:30][CH:29]=[C:28]([Cl:32])[C:27]=1[C:33]([F:36])([F:35])[F:34].C(=O)([O-])[O-].[K+].[K+].[I-].[K+]. Product: [Cl:32][C:28]1[C:27]([C:33]([F:34])([F:35])[F:36])=[C:26]([CH:31]=[CH:30][CH:29]=1)[CH2:25][N:13]1[C:14](=[O:22])[C:15]([C:17]([O:19][CH2:20][CH3:21])=[O:18])=[CH:16][N:11]([C:9]2[CH:8]=[CH:7][C:6]3[N:2]([CH3:1])[N:3]=[N:4][C:5]=3[CH:10]=2)[C:12]1=[O:23]. The catalyst class is: 18. (5) Reactant: [Cl:1][C:2]1[CH:28]=[CH:27][C:5]2[CH:6]([CH2:23][CH:24]([CH3:26])[CH3:25])[C:7](=[O:22])[N:8]([CH2:18][C:19](O)=[O:20])[CH2:9][CH:10]([C:11]3[CH:16]=[CH:15][CH:14]=[CH:13][C:12]=3[Cl:17])[C:4]=2[CH:3]=1.Cl.N[CH2:31][CH2:32][CH2:33][CH2:34][CH2:35][C:36]([O:38][CH3:39])=[O:37].C(P(=O)(OCC)OCC)#[N:41].C(N(CC)CC)C. Product: [Cl:1][C:2]1[CH:28]=[CH:27][C:5]2[CH:6]([CH2:23][CH:24]([CH3:26])[CH3:25])[C:7](=[O:22])[N:8]([CH2:18][C:19]([NH:41][CH:33]([CH2:32][CH3:31])[CH2:34][CH2:35][C:36]([O:38][CH3:39])=[O:37])=[O:20])[CH2:9][CH:10]([C:11]3[CH:16]=[CH:15][CH:14]=[CH:13][C:12]=3[Cl:17])[C:4]=2[CH:3]=1. The catalyst class is: 42. (6) Reactant: [F:1][C:2]1[CH:23]=[C:22]([I:24])[CH:21]=[CH:20][C:3]=1[NH:4][C:5]1[C:6]([C:15]([O:17]CC)=[O:16])=[CH:7][N:8]([CH2:12][CH2:13][CH3:14])[C:9](=[O:11])[CH:10]=1.[OH-].[Na+]. Product: [F:1][C:2]1[CH:23]=[C:22]([I:24])[CH:21]=[CH:20][C:3]=1[NH:4][C:5]1[C:6]([C:15]([OH:17])=[O:16])=[CH:7][N:8]([CH2:12][CH2:13][CH3:14])[C:9](=[O:11])[CH:10]=1. The catalyst class is: 14.